Dataset: Forward reaction prediction with 1.9M reactions from USPTO patents (1976-2016). Task: Predict the product of the given reaction. (1) The product is: [CH3:1][C@H:2]1[C@@H:12]2[CH2:13][C@H:14]([CH:10]=[CH:11]2)[C@@H:3]1[C:4](=[O:9])[CH2:5][CH2:6][CH2:7][CH3:8]. Given the reactants [CH3:1][CH:2]=[CH:3][C:4](=[O:9])[CH2:5][CH2:6][CH2:7][CH3:8].[CH:10]1[CH2:14][CH:13]=[CH:12][CH:11]=1.Cl(O)(=O)(=O)=O.C([C@@H]1N[C@H](C2OC(C)=CC=2)N(C)C1=O)C1C=CC=CC=1, predict the reaction product. (2) Given the reactants Br[C:2]1[CH:7]=[C:6]([C:8]2([C:19]3[CH:24]=[CH:23][N:22]=[C:21]([CH:25]4[CH2:27][CH2:26]4)[CH:20]=3)[C:16]3[C:11](=[C:12]([F:17])[CH:13]=[CH:14][CH:15]=3)[C:10]([NH2:18])=[N:9]2)[CH:5]=[CH:4][N:3]=1.[N:28]1[CH:33]=[C:32](B(O)O)[CH:31]=[N:30][CH:29]=1.C(=O)([O-])[O-].[Cs+].[Cs+], predict the reaction product. The product is: [CH:25]1([C:21]2[CH:20]=[C:19]([C:8]3([C:6]4[CH:5]=[CH:4][N:3]=[C:2]([C:32]5[CH:33]=[N:28][CH:29]=[N:30][CH:31]=5)[CH:7]=4)[C:16]4[C:11](=[C:12]([F:17])[CH:13]=[CH:14][CH:15]=4)[C:10]([NH2:18])=[N:9]3)[CH:24]=[CH:23][N:22]=2)[CH2:27][CH2:26]1. (3) Given the reactants [CH3:1][O:2][C:3]1[CH:8]=[CH:7][CH:6]=[CH:5][C:4]=1[N:9]([CH2:20][C:21]([OH:23])=O)[S:10]([C:13]1[C:14]([CH3:19])=[CH:15][CH:16]=[CH:17][CH:18]=1)(=[O:12])=[O:11].[CH2:24]([NH:26][CH2:27][C:28]1[CH:33]=[CH:32][CH:31]=[C:30]([CH3:34])[N:29]=1)[CH3:25], predict the reaction product. The product is: [CH2:24]([N:26]([CH2:27][C:28]1[CH:33]=[CH:32][CH:31]=[C:30]([CH3:34])[N:29]=1)[C:21](=[O:23])[CH2:20][N:9]([C:4]1[CH:5]=[CH:6][CH:7]=[CH:8][C:3]=1[O:2][CH3:1])[S:10]([C:13]1[C:14]([CH3:19])=[CH:15][CH:16]=[CH:17][CH:18]=1)(=[O:12])=[O:11])[CH3:25]. (4) Given the reactants [CH3:1][CH:2]([CH3:6])[CH:3]=[N:4][OH:5].[CH2:7]([OH:10])[C:8]#[CH:9], predict the reaction product. The product is: [CH:2]([C:3]1[CH:9]=[C:8]([CH2:7][OH:10])[O:5][N:4]=1)([CH3:6])[CH3:1]. (5) Given the reactants [CH3:1][O:2][C:3](=[O:29])[C:4]([S:19]([C:22]1[CH:27]=[CH:26][CH:25]=[C:24](Br)[CH:23]=1)(=[O:21])=[O:20])([CH:6]1[CH2:18][C:9]2[NH:10][C:11]3[CH:12]=[CH:13][C:14]([Cl:17])=[CH:15][C:16]=3[C:8]=2[CH2:7]1)[CH3:5].CC([O-])(C)C.[Na+].[NH:36]1[CH2:40][CH2:39][CH2:38][CH2:37]1.C([O-])(O)=O.[Na+], predict the reaction product. The product is: [CH3:1][O:2][C:3](=[O:29])[C:4]([CH:6]1[CH2:18][C:9]2[NH:10][C:11]3[CH:12]=[CH:13][C:14]([Cl:17])=[CH:15][C:16]=3[C:8]=2[CH2:7]1)([S:19]([C:22]1[CH:27]=[CH:26][CH:25]=[C:24]([N:36]2[CH2:40][CH2:39][CH2:38][CH2:37]2)[CH:23]=1)(=[O:21])=[O:20])[CH3:5]. (6) Given the reactants [F:1][C:2]([F:39])([F:38])[C:3]1[CH:4]=[C:5]([CH:31]=[C:32]([C:34]([F:37])([F:36])[F:35])[CH:33]=1)[CH2:6][N:7]1[CH2:14][CH2:13][CH2:12][NH:11][C:10]2[N:15]=[C:16](S(C)(=O)=O)[N:17]=[C:18]([C:19]3[CH:24]=[CH:23][CH:22]=[CH:21][C:20]=3[CH3:25])[C:9]=2[C:8]1=[O:30].[NH:40]1[CH2:45][CH2:44][O:43][CH2:42][CH2:41]1, predict the reaction product. The product is: [F:1][C:2]([F:39])([F:38])[C:3]1[CH:4]=[C:5]([CH:31]=[C:32]([C:34]([F:37])([F:36])[F:35])[CH:33]=1)[CH2:6][N:7]1[CH2:14][CH2:13][CH2:12][NH:11][C:10]2[N:15]=[C:16]([N:40]3[CH2:45][CH2:44][O:43][CH2:42][CH2:41]3)[N:17]=[C:18]([C:19]3[CH:24]=[CH:23][CH:22]=[CH:21][C:20]=3[CH3:25])[C:9]=2[C:8]1=[O:30]. (7) Given the reactants C(=O)([O-])[O-].[Na+].[Na+].Br[C:8]1[CH:9]=[C:10]2[C:15](=[CH:16][CH:17]=1)[CH:14]=[C:13]([OH:18])[CH:12]=[CH:11]2.[F:19][C:20]1[CH:25]=[CH:24][C:23](B(O)O)=[CH:22][CH:21]=1.Cl, predict the reaction product. The product is: [F:19][C:20]1[CH:25]=[CH:24][C:23]([C:8]2[CH:9]=[C:10]3[C:15](=[CH:16][CH:17]=2)[CH:14]=[C:13]([OH:18])[CH:12]=[CH:11]3)=[CH:22][CH:21]=1. (8) Given the reactants Cl[C:2]1[CH:7]=[C:6]([I:8])[CH:5]=[C:4]([Cl:9])[N:3]=1.[CH:10]1([NH2:16])[CH2:15][CH2:14][CH2:13][CH2:12][CH2:11]1, predict the reaction product. The product is: [Cl:9][C:4]1[N:3]=[C:2]([NH:16][CH:10]2[CH2:15][CH2:14][CH2:13][CH2:12][CH2:11]2)[CH:7]=[C:6]([I:8])[CH:5]=1. (9) Given the reactants [Cl:1][C:2]1[CH:7]=[CH:6][C:5]([OH:8])=[CH:4][CH:3]=1.Cl[CH2:10][C:11](=[O:13])[CH3:12].C(=O)([O-])[O-].[K+].[K+], predict the reaction product. The product is: [Cl:1][C:2]1[CH:7]=[CH:6][C:5]([O:8][CH2:10][C:11](=[O:13])[CH3:12])=[CH:4][CH:3]=1. (10) Given the reactants Cl[CH2:2][CH2:3][CH2:4][CH2:5][CH2:6][CH2:7][OH:8].[N-:9]=[N+:10]=[N-:11].[Na+], predict the reaction product. The product is: [N:9]([CH2:2][CH2:3][CH2:4][CH2:5][CH2:6][CH2:7][OH:8])=[N+:10]=[N-:11].